Predict the product of the given reaction. From a dataset of Forward reaction prediction with 1.9M reactions from USPTO patents (1976-2016). (1) Given the reactants CO[C:3]1[CH:4]=[C:5]2[C:12](=[CH:13][CH:14]=1)[C:8]([CH2:9][CH2:10][NH2:11])=[CH:7][NH:6]2.[CH3:15][N:16]([CH3:30])[C:17]1([C:24]2[CH:29]=[CH:28][CH:27]=[CH:26][CH:25]=2)[CH2:22][CH2:21][C:20](=O)[CH2:19][CH2:18]1.[C:31](O[BH-](OC(=O)C)OC(=O)C)(=[O:33])C.[Na+].[ClH:45], predict the reaction product. The product is: [ClH:45].[ClH:45].[CH3:31][O:33][C:14]1[CH:13]=[C:12]2[C:5](=[CH:4][CH:3]=1)[NH:6][CH:7]=[C:8]2[CH2:9][CH2:10][NH:11][CH:20]1[CH2:21][CH2:22][C:17]([C:24]2[CH:29]=[CH:28][CH:27]=[CH:26][CH:25]=2)([N:16]([CH3:30])[CH3:15])[CH2:18][CH2:19]1. (2) Given the reactants Br[C:2]1[CH:7]=[CH:6][CH:5]=[CH:4][CH:3]=1.[NH2:8][C:9]1[CH:10]=[C:11]2[C:16]3=[C:17]([CH2:19][CH2:20][N:15]3[CH2:14][C@@H:13]3[CH2:21][N:22](C(OC(C)(C)C)=O)[CH2:23][C@H:12]23)[CH:18]=1, predict the reaction product. The product is: [C:2]1([NH:8][C:9]2[CH:10]=[C:11]3[C:16]4=[C:17]([CH2:19][CH2:20][N:15]4[CH2:14][C@@H:13]4[CH2:21][NH:22][CH2:23][C@H:12]34)[CH:18]=2)[CH:7]=[CH:6][CH:5]=[CH:4][CH:3]=1. (3) Given the reactants [NH:1]1[CH2:6][CH2:5][CH:4]([C:7]2[C:15]3[C:10](=[C:11]([C:21]([NH2:23])=[O:22])[CH:12]=[C:13]([C:16]4[S:17][CH:18]=[CH:19][CH:20]=4)[CH:14]=3)[NH:9][CH:8]=2)[CH2:3][CH2:2]1.[CH2:24]([S:26](Cl)(=[O:28])=[O:27])[CH3:25].C(N(CC)CC)C, predict the reaction product. The product is: [CH2:24]([S:26]([N:1]1[CH2:6][CH2:5][CH:4]([C:7]2[C:15]3[C:10](=[C:11]([C:21]([NH2:23])=[O:22])[CH:12]=[C:13]([C:16]4[S:17][CH:18]=[CH:19][CH:20]=4)[CH:14]=3)[NH:9][CH:8]=2)[CH2:3][CH2:2]1)(=[O:28])=[O:27])[CH3:25]. (4) Given the reactants Cl[C:2]1[CH:7]=[C:6]([Cl:8])[CH:5]=[C:4]([CH3:9])[N:3]=1.C([Sn](CCCC)(CCCC)[C:15]1[S:19][CH:18]=[N:17][CH:16]=1)CCC.[F-].[Cs+], predict the reaction product. The product is: [Cl:8][C:6]1[CH:5]=[C:4]([CH3:9])[N:3]=[C:2]([C:15]2[S:19][CH:18]=[N:17][CH:16]=2)[CH:7]=1.